From a dataset of Catalyst prediction with 721,799 reactions and 888 catalyst types from USPTO. Predict which catalyst facilitates the given reaction. (1) Reactant: [F:1][C:2]1[CH:8]=[C:7]([S:9][C:10]([F:13])([F:12])[F:11])[CH:6]=[CH:5][C:3]=1[NH2:4].[F:14][C:15]1[CH:25]=[CH:24][CH:23]=[C:22]([F:26])[C:16]=1[C:17]([N:19]=[C:20]=[O:21])=[O:18]. Product: [F:14][C:15]1[CH:25]=[CH:24][CH:23]=[C:22]([F:26])[C:16]=1[C:17]([NH:19][C:20]([NH:4][C:3]1[CH:5]=[CH:6][C:7]([S:9][C:10]([F:11])([F:13])[F:12])=[CH:8][C:2]=1[F:1])=[O:21])=[O:18]. The catalyst class is: 27. (2) Reactant: C[O:2][C:3]1[N:8]=[CH:7][C:6]([C:9]2[CH:17]=[CH:16][C:12]([C:13]([OH:15])=[O:14])=[CH:11][CH:10]=2)=[CH:5][CH:4]=1.CS(C)=O.Cl.[NH+]1C=CC=CC=1. Product: [O:2]=[C:3]1[NH:8][CH:7]=[C:6]([C:9]2[CH:17]=[CH:16][C:12]([C:13]([OH:15])=[O:14])=[CH:11][CH:10]=2)[CH:5]=[CH:4]1. The catalyst class is: 6. (3) Reactant: Br[C:2]1[CH:3]=[C:4]2[O:10][CH2:9][O:8][C:5]2=[N:6][CH:7]=1.C([Sn](CCCC)(CCCC)[C:16]([O:18]CC)=[CH2:17])CCC.O.CCOC(C)=O. Product: [O:10]1[C:4]2[C:5](=[N:6][CH:7]=[C:2]([C:16](=[O:18])[CH3:17])[CH:3]=2)[O:8][CH2:9]1. The catalyst class is: 128. (4) Reactant: [C:1]([C:3]([C:6]1[CH:7]=[C:8]([CH:42]=[CH:43][CH:44]=1)[C:9]([NH:11][C:12]1[CH:17]=[CH:16][C:15]([CH3:18])=[C:14]([C:19](=[O:41])[CH2:20][S:21]C(C2C=CC=CC=2)(C2C=CC=CC=2)C2C=CC=CC=2)[CH:13]=1)=[O:10])([CH3:5])[CH3:4])#[N:2].FC(F)(F)C(O)=O.C([SiH](CC)CC)C. Product: [C:1]([C:3]([C:6]1[CH:7]=[C:8]([CH:42]=[CH:43][CH:44]=1)[C:9]([NH:11][C:12]1[CH:17]=[CH:16][C:15]([CH3:18])=[C:14]([C:19](=[O:41])[CH2:20][SH:21])[CH:13]=1)=[O:10])([CH3:4])[CH3:5])#[N:2]. The catalyst class is: 2. (5) Reactant: [Si:1]([O:8][C@H:9]([CH2:21][O:22][Si:23]([C:26]([CH3:29])([CH3:28])[CH3:27])([CH3:25])[CH3:24])[C@@H:10]([NH:13][C:14](=[O:20])[O:15][C:16]([CH3:19])([CH3:18])[CH3:17])[CH2:11]O)([C:4]([CH3:7])([CH3:6])[CH3:5])([CH3:3])[CH3:2].S(Cl)(C)(=O)=O.CC([O-])(C)C.[K+]. Product: [Si:1]([O:8][C@@H:9]([CH:10]1[CH2:11][N@@:13]1[C:14]([O:15][C:16]([CH3:18])([CH3:19])[CH3:17])=[O:20])[CH2:21][O:22][Si:23]([C:26]([CH3:27])([CH3:29])[CH3:28])([CH3:25])[CH3:24])([C:4]([CH3:5])([CH3:6])[CH3:7])([CH3:2])[CH3:3]. The catalyst class is: 2. (6) Reactant: [OH:1][C:2]1[CH:7]=[CH:6][CH:5]=[C:4]([OH:8])[C:3]=1[C:9]1[CH:10]=[C:11]([CH:20]2[CH2:25][CH2:24][CH2:23][N:22](C(OC(C)(C)C)=O)[CH2:21]2)[C:12]2[CH2:17][O:16][C:15](=[O:18])[NH:14][C:13]=2[N:19]=1.[ClH:33]. Product: [ClH:33].[OH:1][C:2]1[CH:7]=[CH:6][CH:5]=[C:4]([OH:8])[C:3]=1[C:9]1[CH:10]=[C:11]([CH:20]2[CH2:25][CH2:24][CH2:23][NH:22][CH2:21]2)[C:12]2[CH2:17][O:16][C:15](=[O:18])[NH:14][C:13]=2[N:19]=1. The catalyst class is: 12. (7) Reactant: [NH:1]1[CH2:5][CH2:4][CH2:3][CH2:2]1.Cl[C:7]1[N:12]=[CH:11][C:10]([C:13]23[CH2:19][N:16]([CH2:17][CH2:18]2)[CH2:15][CH2:14]3)=[CH:9][CH:8]=1.C(=O)([O-])[O-].[Na+].[Na+]. Product: [N:1]1([C:7]2[N:12]=[CH:11][C:10]([C:13]34[CH2:19][N:16]([CH2:15][CH2:14]3)[CH2:17][CH2:18]4)=[CH:9][CH:8]=2)[CH2:5][CH2:4][CH2:3][CH2:2]1. The catalyst class is: 451.